This data is from Forward reaction prediction with 1.9M reactions from USPTO patents (1976-2016). The task is: Predict the product of the given reaction. (1) Given the reactants [F:1][C:2]1[CH:3]=[C:4]2[C:9](=[CH:10][C:11]=1[C:12]#[N:13])[CH:8]=[N:7][CH:6]=[C:5]2[OH:14].[F:15][C:16]([F:35])([F:34])[S:17](N(C1C=CC=CC=1)[S:17]([C:16]([F:35])([F:34])[F:15])(=[O:19])=[O:18])(=[O:19])=[O:18], predict the reaction product. The product is: [F:15][C:16]([F:35])([F:34])[S:17]([O:14][C:5]1[C:4]2[C:9](=[CH:10][C:11]([C:12]#[N:13])=[C:2]([F:1])[CH:3]=2)[CH:8]=[N:7][CH:6]=1)(=[O:19])=[O:18]. (2) Given the reactants [CH3:1][C:2]1[C:11]2[NH:10][C:9](=[O:12])[C@@H:8]3[CH2:13][N:14]([C:16]([O:18][C:19]([CH3:22])([CH3:21])[CH3:20])=[O:17])[CH2:15][C@@H:7]3[C:6]=2[CH:5]=[CH:4][CH:3]=1.[H-].[Na+].I[CH3:26], predict the reaction product. The product is: [CH3:26][N:10]1[C:11]2[C:2]([CH3:1])=[CH:3][CH:4]=[CH:5][C:6]=2[C@H:7]2[CH2:15][N:14]([C:16]([O:18][C:19]([CH3:22])([CH3:21])[CH3:20])=[O:17])[CH2:13][C@H:8]2[C:9]1=[O:12]. (3) Given the reactants [Cl:1][C:2]1[CH:7]=[C:6]([C:8]([F:11])([F:10])[F:9])[CH:5]=[CH:4][C:3]=1[N:12]1[CH2:17][CH2:16][CH:15]([C:18](O)=[O:19])[CH2:14][CH2:13]1.ON1[C:26]2[CH:27]=[CH:28][CH:29]=[CH:30][C:25]=2N=N1.Cl.CN(C)[CH2:34][CH2:35][CH2:36][N:37]=C=NCC.O.CN(C)[CH:46]=[O:47], predict the reaction product. The product is: [Cl:1][C:2]1[CH:7]=[C:6]([C:8]([F:9])([F:10])[F:11])[CH:5]=[CH:4][C:3]=1[N:12]1[CH2:13][CH2:14][CH:15]([C:18]([NH:37][C:36]2[C:35]3[CH2:34][C@@H:46]([OH:47])[CH2:28][CH2:29][C:30]=3[CH:25]=[CH:26][CH:27]=2)=[O:19])[CH2:16][CH2:17]1. (4) Given the reactants [CH2:1]([O:8][C:9]1[CH:10]=[C:11]([CH:31]=[C:32]([O:34][CH2:35][C:36]2[CH:41]=[CH:40][CH:39]=[CH:38][CH:37]=2)[CH:33]=1)[C:12]([NH:14][C:15]1[N:20]=[CH:19][C:18]([NH:21][C:22](=[O:30])[C:23]([O:26]C(=O)C)([CH3:25])[CH3:24])=[CH:17][CH:16]=1)=[O:13])[C:2]1[CH:7]=[CH:6][CH:5]=[CH:4][CH:3]=1.O[Li].O, predict the reaction product. The product is: [CH2:35]([O:34][C:32]1[CH:31]=[C:11]([CH:10]=[C:9]([O:8][CH2:1][C:2]2[CH:3]=[CH:4][CH:5]=[CH:6][CH:7]=2)[CH:33]=1)[C:12]([NH:14][C:15]1[N:20]=[CH:19][C:18]([NH:21][C:22](=[O:30])[C:23]([OH:26])([CH3:25])[CH3:24])=[CH:17][CH:16]=1)=[O:13])[C:36]1[CH:41]=[CH:40][CH:39]=[CH:38][CH:37]=1. (5) Given the reactants [Br:1][C:2]1[CH:7]=[CH:6][C:5]([C:8](=[O:11])[CH2:9]Cl)=[C:4]([F:12])[CH:3]=1.[BH4-].[Na+].C[O-].[Na+].O, predict the reaction product. The product is: [Br:1][C:2]1[CH:7]=[CH:6][C:5]([CH:8]2[CH2:9][O:11]2)=[C:4]([F:12])[CH:3]=1.